Dataset: Cav3 T-type calcium channel HTS with 100,875 compounds. Task: Binary Classification. Given a drug SMILES string, predict its activity (active/inactive) in a high-throughput screening assay against a specified biological target. (1) The molecule is O=C(Nc1nn(Cc2cc(ccc2)C)cn1)Nc1ccc(cc1)C(=O)C. The result is 0 (inactive). (2) The compound is Fc1ccc(c2onc(c2)C(=O)Nc2cc(ccc2)C(=O)C)cc1. The result is 0 (inactive). (3) The molecule is S(c1n(c(nn1)C1CC1)C)CC(=O)Nc1ccc(NC(=O)C)cc1. The result is 0 (inactive). (4) The molecule is Clc1ccc(S(O\N=C2/CCCc3c2cccc3)(=O)=O)cc1. The result is 0 (inactive). (5) The drug is O(C(=O)C(/[N+]([O-])=O)=C/c1c2c([nH]c1)cccc2)C. The result is 0 (inactive).